From a dataset of CYP3A4 inhibition data for predicting drug metabolism from PubChem BioAssay. Regression/Classification. Given a drug SMILES string, predict its absorption, distribution, metabolism, or excretion properties. Task type varies by dataset: regression for continuous measurements (e.g., permeability, clearance, half-life) or binary classification for categorical outcomes (e.g., BBB penetration, CYP inhibition). Dataset: cyp3a4_veith. (1) The drug is CN(/N=C\c1ccccc1O)c1ccc2ccccc2n1. The result is 0 (non-inhibitor). (2) The molecule is CN(C)S(=O)(=O)Oc1cccc(C(=O)Nc2ccccc2Cl)c1. The result is 0 (non-inhibitor). (3) The drug is CC(N)=NCc1cccc(CN)c1. The result is 0 (non-inhibitor).